Task: Binary Classification. Given a miRNA mature sequence and a target amino acid sequence, predict their likelihood of interaction.. Dataset: Experimentally validated miRNA-target interactions with 360,000+ pairs, plus equal number of negative samples (1) The miRNA is hsa-miR-4311 with sequence GAAAGAGAGCUGAGUGUG. The protein sequence of the target gene is MNNSLDYLAYPVIVSNHRQSTTFRKKLDFGHYVSHKNRIQIAKPTVDTKPPVAHTNHILKLSKLQGEQKKINKIEYENKQLCQKIANAHRGPAKVDCWNEYFSKSLNRETRNRELVRITMENQGILKRLVDRKPHYDRRASEIDWQNSRRYIRNTTRYLLSQNE. Result: 1 (interaction). (2) The miRNA is hsa-miR-3156-3p with sequence CUCCCACUUCCAGAUCUUUCU. The protein sequence of the target gene is MRTLAILAAILLVALQAQAEPLQARADEVAAAPEQIAADIPEVVVSLAWDESLAPKHPGSRKNMACYCRIPACIAGERRYGTCIYQGRLWAFCC. Result: 0 (no interaction). (3) The miRNA is hsa-miR-548e-3p with sequence AAAAACUGAGACUACUUUUGCA. The protein sequence of the target gene is MMLSAVLRRTTPAPRLFLGLIKSPSLQSRGGAYGRGVVTGDRGEPQRLRAAAWVRPGASSTFVPGRGAATWGRRGERTEIPYLTAASSERGPSPEETLPGQDSWNGVPNKTGLGMWALAMALVVQCYSKNPSNKDAALMEAARANNVQEVRRLLSEGADVNARHKLGWTALMVASISHNESVVQVLLAAGADPNLGDEFSSVYKTANEQGVHSLEVLVTREDDFNNRLNHRASFKGCTALHYAVLADDYSIVKELLDRGANPLQRNEMGHTPLDYAREGEVMKLLKTSETKYMEKQRKRE.... Result: 0 (no interaction). (4) The miRNA is hsa-miR-200c-3p with sequence UAAUACUGCCGGGUAAUGAUGGA. The protein sequence of the target gene is MSDNGELEDKPPAPPVRMSSTIFSTGGKDPLSANHSLKPLPSVPEEKKPRHKIISIFSGTEKGSKKKEKERPEISPPSDFEHTIHVGFDAVTGEFTGMPEQWARLLQTSNITKLEQKKNPQAVLDVLKFYDSNTVKQKYLSFTPPEKDGFPSGTPALNAKGTEAPAVVTEEEDDDEETAPPVIAPRPDHTKSIYTRSVIDPVPAPVGDSHVDGAAKSLDKQKKKTKMTDEEIMEKLRTIVSIGDPKKKYTRYEKIGQGASGTVFTATDVALGQEVAIKQINLQKQPKKELIINEILVMKE.... Result: 1 (interaction).